From a dataset of Catalyst prediction with 721,799 reactions and 888 catalyst types from USPTO. Predict which catalyst facilitates the given reaction. (1) Reactant: [C:1]1([C:7]2[O:11][N:10]=[C:9]([N:12]3[CH2:17][CH2:16][N:15](C(OC(C)(C)C)=O)[CH2:14][CH2:13]3)[N:8]=2)[CH:6]=[CH:5][CH:4]=[CH:3][CH:2]=1.[ClH:25]. Product: [ClH:25].[ClH:25].[C:1]1([C:7]2[O:11][N:10]=[C:9]([N:12]3[CH2:17][CH2:16][NH:15][CH2:14][CH2:13]3)[N:8]=2)[CH:2]=[CH:3][CH:4]=[CH:5][CH:6]=1. The catalyst class is: 28. (2) Reactant: [C:1]1([OH:7])[CH:6]=[CH:5][CH:4]=[CH:3][CH:2]=1.C1(O)CCCCC1.CC(C)([O-])C.[Na+].[OH:21][C:22]1[CH:27]=[C:26]([Cl:28])[N:25]=[N:24][C:23]=1Cl.Cl. Product: [Cl:28][C:26]1[N:25]=[N:24][C:23]([O:7][C:1]2[CH:6]=[CH:5][CH:4]=[CH:3][CH:2]=2)=[C:22]([OH:21])[CH:27]=1. The catalyst class is: 93. (3) Reactant: [Br:1][C:2]1[CH:3]=[C:4]([CH:8]([NH:10][C:11]2[CH:12]=[C:13]([N:20]3[CH2:25][CH2:24][N:23](C(OC(C)(C)C)=O)[CH2:22][CH2:21]3)[CH:14]=[CH:15][C:16]=2[N+:17]([O-:19])=[O:18])[CH3:9])[CH:5]=[CH:6][CH:7]=1.[ClH:33].CCOCC. Product: [ClH:33].[Br:1][C:2]1[CH:3]=[C:4]([CH:8]([NH:10][C:11]2[CH:12]=[C:13]([N:20]3[CH2:21][CH2:22][NH:23][CH2:24][CH2:25]3)[CH:14]=[CH:15][C:16]=2[N+:17]([O-:19])=[O:18])[CH3:9])[CH:5]=[CH:6][CH:7]=1. The catalyst class is: 4. (4) Reactant: [O:1]1CCO[CH:2]1[C:6]1[CH:11]=[CH:10][C:9]([C:12]2[C:21]([C:22]3[CH:27]=[CH:26][CH:25]=[CH:24][CH:23]=3)=[CH:20][C:19]3[C:18]4=[N:28][N:29]=[C:30]([OH:31])[N:17]4[CH:16]=[CH:15][C:14]=3[N:13]=2)=[CH:8][CH:7]=1. Product: [OH:31][C:30]1[N:17]2[C:18]([C:19]3[CH:20]=[C:21]([C:22]4[CH:23]=[CH:24][CH:25]=[CH:26][CH:27]=4)[C:12]([C:9]4[CH:8]=[CH:7][C:6]([CH:2]=[O:1])=[CH:11][CH:10]=4)=[N:13][C:14]=3[CH:15]=[CH:16]2)=[N:28][N:29]=1. The catalyst class is: 393. (5) Reactant: [S:1]1[C:5]2[CH:6]=[C:7]([C:10]3([CH:13]=O)[CH2:12][CH2:11]3)[CH:8]=[CH:9][C:4]=2[N:3]=[CH:2]1.[NH:15]([C:17]1[N:18]=[N:19][C:20]([C:23]2[CH:32]=[CH:31][C:26]([C:27]([O:29][CH3:30])=[O:28])=[CH:25][CH:24]=2)=[CH:21][N:22]=1)[NH2:16].C(O)(=O)C.C(O)(=O)C.IC1C=CC=CC=1. Product: [S:1]1[C:5]2[CH:6]=[C:7]([C:10]3([C:13]4[N:18]5[N:19]=[C:20]([C:23]6[CH:24]=[CH:25][C:26]([C:27]([O:29][CH3:30])=[O:28])=[CH:31][CH:32]=6)[CH:21]=[N:22][C:17]5=[N:15][N:16]=4)[CH2:11][CH2:12]3)[CH:8]=[CH:9][C:4]=2[N:3]=[CH:2]1. The catalyst class is: 212. (6) Reactant: Br[C:2]1[C:7]2[CH:8]=[CH:9][S:10][C:6]=2[CH:5]=[CH:4][CH:3]=1.[C:11]([CH2:13][C:14]([O:16][C:17]([CH3:20])([CH3:19])[CH3:18])=[O:15])#[N:12].CC([O-])(C)C.[K+].C1(P(C2C=CC=CC=2)C2C=CC=CC=2)C=CC=CC=1.Cl. Product: [C:17]([O:16][C:14](=[O:15])[CH:13]([C:2]1[C:7]2[CH:8]=[CH:9][S:10][C:6]=2[CH:5]=[CH:4][CH:3]=1)[C:11]#[N:12])([CH3:20])([CH3:19])[CH3:18]. The catalyst class is: 628.